Dataset: Catalyst prediction with 721,799 reactions and 888 catalyst types from USPTO. Task: Predict which catalyst facilitates the given reaction. (1) Reactant: [C:1]([C:3]1([CH3:17])[CH2:7][O:6][C:5]([CH3:9])([CH3:8])[N:4]1[C:10]([O:12][C:13]([CH3:16])([CH3:15])[CH3:14])=[O:11])#[N:2].C[Si]([N:22]=[N+:23]=[N-:24])(C)C.C([Sn](=O)CCCC)CCC. Product: [CH3:8][C:5]1([CH3:9])[N:4]([C:10]([O:12][C:13]([CH3:16])([CH3:15])[CH3:14])=[O:11])[C:3]([CH3:17])([C:1]2[N:22]=[N:23][NH:24][N:2]=2)[CH2:7][O:6]1. The catalyst class is: 11. (2) Reactant: [Br-].[Br:2][C:3]1[CH:4]=[N+:5]([CH2:13][C:14]([C:16]2[CH:21]=[CH:20][CH:19]=[CH:18][CH:17]=2)=[O:15])[C:6]2[C:11]([CH:12]=1)=[CH:10][CH:9]=[CH:8][CH:7]=2.BrCC(C1C=CC=CC=1)=O.CC1C=C2C([CH:37]=[CH:38][CH:39]=[N:40]2)=CC=1. Product: [C:14]([C:13]1[N:5]2[C:6]3[C:11]([CH:12]=[C:3]([Br:2])[C:4]2=[C:38]([C:39]#[N:40])[CH:37]=1)=[CH:10][CH:9]=[CH:8][CH:7]=3)(=[O:15])[C:16]1[CH:21]=[CH:20][CH:19]=[CH:18][CH:17]=1. The catalyst class is: 10. (3) Reactant: [OH:1][CH2:2][CH2:3][CH:4]1[CH2:8][CH2:7][CH:6]([NH:9]C(=O)OC(C)(C)C)[CH2:5]1.Cl. Product: [NH2:9][CH:6]1[CH2:7][CH2:8][CH:4]([CH2:3][CH2:2][OH:1])[CH2:5]1. The catalyst class is: 12. (4) Reactant: [CH2:1]([N:4]([CH2:22][CH2:23][CH3:24])[CH2:5][CH2:6][CH2:7][C:8]1[N:9]([CH2:19][CH2:20][CH3:21])[C:10]2[CH:16]=[C:15]([C:17]#[N:18])[CH:14]=[CH:13][C:11]=2[N:12]=1)[CH2:2][CH3:3].[OH-].[Na+]. Product: [NH2:18][CH2:17][C:15]1[CH:14]=[CH:13][C:11]2[N:12]=[C:8]([CH2:7][CH2:6][CH2:5][N:4]([CH2:22][CH2:23][CH3:24])[CH2:1][CH2:2][CH3:3])[N:9]([CH2:19][CH2:20][CH3:21])[C:10]=2[CH:16]=1. The catalyst class is: 470. (5) The catalyst class is: 89. Reactant: [C:1]([C:3]1[C:4]([N:26]=CN(C)C)=[N:5][C:6]([C:19]2[CH:24]=[CH:23][C:22]([F:25])=[CH:21][CH:20]=2)=[C:7]([C:9]2[CH:14]=[CH:13][C:12](=[O:15])[N:11]([CH:16]([CH3:18])[CH3:17])[N:10]=2)[N:8]=1)#[N:2].O.C([O-])(O)=O.[Na+].CCOC(C)=O. Product: [NH2:26][C:4]1[C:3]([C:1]#[N:2])=[N:8][C:7]([C:9]2[CH:14]=[CH:13][C:12](=[O:15])[N:11]([CH:16]([CH3:18])[CH3:17])[N:10]=2)=[C:6]([C:19]2[CH:24]=[CH:23][C:22]([F:25])=[CH:21][CH:20]=2)[N:5]=1. (6) Reactant: [C:1]1([OH:7])[CH:6]=[CH:5][CH:4]=[CH:3][CH:2]=1.[C:8]1(CCCCO)[CH:13]=[CH:12][CH:11]=[CH:10][CH:9]=1.C(P(CCCC)CCCC)CCC.N(C(N(C)C)=O)=NC(N(C)C)=O. Product: [C:1]1([O:7][C:8]2[CH:13]=[CH:12][CH:11]=[CH:10][CH:9]=2)[CH:6]=[CH:5][CH:4]=[CH:3][CH:2]=1. The catalyst class is: 489. (7) Reactant: C(N[CH:5]([CH3:7])[CH3:6])(C)C.[Li]CCCC.CCCCCC.[Li+].CC([N-]C(C)C)C.[CH2:27]([C:33]1[CH:37]=[CH:36][S:35][CH:34]=1)[CH2:28][CH2:29][CH2:30][CH2:31][CH3:32].C[O:39][B:40](OC)[O:41]C.C(O)CCO. Product: [CH2:27]([C:33]1[CH:37]=[C:36]([B:40]2[O:41][CH2:6][CH2:5][CH2:7][O:39]2)[S:35][CH:34]=1)[CH2:28][CH2:29][CH2:30][CH2:31][CH3:32]. The catalyst class is: 27.